Dataset: Reaction yield outcomes from USPTO patents with 853,638 reactions. Task: Predict the reaction yield, written as a fraction of the theoretical maximum amount of product (1.0 means a 100% yield; for example, 0.34 means a 34% yield). The catalyst is O1CCCC1. The reactants are [F:1][C:2]([F:15])([F:14])[C:3]([N:5]1[CH2:10][CH2:9][CH:8]([CH2:11][CH2:12][OH:13])[CH2:7][CH2:6]1)=O. The yield is 0.920. The product is [F:15][C:2]([F:1])([F:14])[CH2:3][N:5]1[CH2:10][CH2:9][CH:8]([CH2:11][CH2:12][OH:13])[CH2:7][CH2:6]1.